This data is from Forward reaction prediction with 1.9M reactions from USPTO patents (1976-2016). The task is: Predict the product of the given reaction. (1) The product is: [F:13][C:3]1[C:2]([N:1]([S:26]([C:22]2[O:21][CH:25]=[CH:19][CH:20]=2)(=[O:28])=[O:27])[S:26]([C:22]2[O:21][CH:25]=[CH:24][CH:23]=2)(=[O:28])=[O:27])=[CH:11][CH:10]=[C:9]([F:12])[C:4]=1[C:5]([O:7][CH3:8])=[O:6]. Given the reactants [NH2:1][C:2]1[C:3]([F:13])=[C:4]([C:9]([F:12])=[CH:10][CH:11]=1)[C:5]([O:7][CH3:8])=[O:6].C(N([CH2:19][CH3:20])CC)C.[O:21]1[CH:25]=[CH:24][CH:23]=[C:22]1[S:26](Cl)(=[O:28])=[O:27], predict the reaction product. (2) Given the reactants [NH2:1][C:2]1[CH:3]=[C:4]([C:12]2[S:13][C:14]([C:18]([O:20][CH2:21][CH3:22])=[O:19])=[C:15]([CH3:17])[N:16]=2)[CH:5]=[CH:6][C:7]=1[O:8][CH:9]([CH3:11])[CH3:10].[N-:23]=[N+:24]=[N-:25].[Na+].[CH:27](OCC)(OCC)OCC.O, predict the reaction product. The product is: [CH3:17][C:15]1[N:16]=[C:12]([C:4]2[CH:5]=[CH:6][C:7]([O:8][CH:9]([CH3:11])[CH3:10])=[C:2]([N:1]3[CH:27]=[N:25][N:24]=[N:23]3)[CH:3]=2)[S:13][C:14]=1[C:18]([O:20][CH2:21][CH3:22])=[O:19]. (3) The product is: [NH2:32][C:33]1([C:48]([NH:61][CH:58]([C:55]2[CH:54]=[CH:53][C:52]([Cl:51])=[CH:57][CH:56]=2)[CH2:59][CH3:60])=[O:50])[CH2:34][CH2:35][N:36]([C:39]2[C:40]3[CH:47]=[CH:46][NH:45][C:41]=3[N:42]=[CH:43][N:44]=2)[CH2:37][CH2:38]1. Given the reactants F[P-](F)(F)(F)(F)F.N1(OC(N(C)C)=[N+](C)C)C2N=CC=CC=2N=N1.C(OC([NH:32][C:33]1([C:48]([OH:50])=O)[CH2:38][CH2:37][N:36]([C:39]2[C:40]3[CH:47]=[CH:46][NH:45][C:41]=3[N:42]=[CH:43][N:44]=2)[CH2:35][CH2:34]1)=O)(C)(C)C.[Cl:51][C:52]1[CH:57]=[CH:56][C:55]([CH:58]([NH2:61])[CH2:59][CH3:60])=[CH:54][CH:53]=1.CCN(C(C)C)C(C)C, predict the reaction product. (4) Given the reactants [F:1][C:2]([F:22])([F:21])[O:3][C:4]1[CH:9]=[CH:8][C:7]([N:10]2[CH2:14][CH2:13][C:12]3([CH2:19][CH2:18][NH:17][CH2:16][CH2:15]3)[C:11]2=[O:20])=[CH:6][CH:5]=1.O=C(Cl)[O:25][C:26](Cl)(Cl)Cl.[CH3:31][CH:32]1[CH2:37][CH2:36][CH2:35][CH2:34][NH:33]1, predict the reaction product. The product is: [CH3:31][CH:32]1[CH2:37][CH2:36][CH2:35][CH2:34][N:33]1[C:26]([N:17]1[CH2:16][CH2:15][C:12]2([C:11](=[O:20])[N:10]([C:7]3[CH:8]=[CH:9][C:4]([O:3][C:2]([F:1])([F:21])[F:22])=[CH:5][CH:6]=3)[CH2:14][CH2:13]2)[CH2:19][CH2:18]1)=[O:25].